Dataset: Forward reaction prediction with 1.9M reactions from USPTO patents (1976-2016). Task: Predict the product of the given reaction. (1) Given the reactants [Cl:1][C:2]1[N:3]=[CH:4][C:5]2[NH:11][C:10](=[O:12])[C:9]([F:14])([F:13])[CH2:8][N:7]([CH:15]3[CH2:18][CH2:17][CH2:16]3)[C:6]=2[N:19]=1.[CH3:20]N(C)C=O.C(=O)([O-])[O-].[Cs+].[Cs+].IC, predict the reaction product. The product is: [Cl:1][C:2]1[N:3]=[CH:4][C:5]2[N:11]([CH3:20])[C:10](=[O:12])[C:9]([F:14])([F:13])[CH2:8][N:7]([CH:15]3[CH2:18][CH2:17][CH2:16]3)[C:6]=2[N:19]=1. (2) Given the reactants [NH2:1][CH2:2][C@H:3]([NH:5][C:6]1[C:7]2[S:24][C:23]([NH2:25])=[N:22][C:8]=2[N:9]=[C:10]([S:12][CH2:13][C:14]2[CH:19]=[CH:18][CH:17]=[C:16]([F:20])[C:15]=2[F:21])[N:11]=1)[CH3:4].[C:26]([O:30][C:31](O[C:31]([O:30][C:26]([CH3:29])([CH3:28])[CH3:27])=[O:32])=[O:32])([CH3:29])([CH3:28])[CH3:27], predict the reaction product. The product is: [NH2:25][C:23]1[S:24][C:7]2[C:6]([NH:5][C@H:3]([CH3:4])[CH2:2][NH:1][C:31](=[O:32])[O:30][C:26]([CH3:29])([CH3:28])[CH3:27])=[N:11][C:10]([S:12][CH2:13][C:14]3[CH:19]=[CH:18][CH:17]=[C:16]([F:20])[C:15]=3[F:21])=[N:9][C:8]=2[N:22]=1. (3) Given the reactants [NH2:1][C:2]1[CH:3]=[C:4]([C@H:8]([N:15]([CH3:27])[C:16](=[O:26])[CH2:17][C:18]2[CH:23]=[CH:22][C:21]([Cl:24])=[C:20]([Cl:25])[CH:19]=2)[CH2:9][N:10]2[CH2:14][CH2:13][CH2:12][CH2:11]2)[CH:5]=[CH:6][CH:7]=1.N1C=CC=CC=1.[CH2:34]1[S:38](=[O:40])(=[O:39])[CH2:37][CH:36]([S:41](Cl)(=[O:43])=[O:42])[CH:35]1[OH:45], predict the reaction product. The product is: [Cl:25][C:20]1[CH:19]=[C:18]([CH2:17][C:16]([N:15]([C@@H:8]([C:4]2[CH:5]=[CH:6][CH:7]=[C:2]([NH:1][S:41]([CH:36]3[CH:35]([OH:45])[CH2:34][S:38](=[O:40])(=[O:39])[CH2:37]3)(=[O:43])=[O:42])[CH:3]=2)[CH2:9][N:10]2[CH2:11][CH2:12][CH2:13][CH2:14]2)[CH3:27])=[O:26])[CH:23]=[CH:22][C:21]=1[Cl:24]. (4) Given the reactants [F:1][C:2]1[CH:7]=[CH:6][C:5]([C:8]2[C:16]3[C:15]([N:17]4[CH2:22][CH2:21][CH:20]([CH2:23][O:24][CH3:25])[CH2:19][CH2:18]4)=[N:14][C:13]([CH2:26][CH2:27]O)=[N:12][C:11]=3[S:10][CH:9]=2)=[CH:4][CH:3]=1.[CH2:29]([N:31](CC)[CH2:32][CH3:33])[CH3:30].CS(Cl)(=O)=O.N1CCCC1, predict the reaction product. The product is: [F:1][C:2]1[CH:7]=[CH:6][C:5]([C:8]2[C:16]3[C:15]([N:17]4[CH2:22][CH2:21][CH:20]([CH2:23][O:24][CH3:25])[CH2:19][CH2:18]4)=[N:14][C:13]([CH2:26][CH2:27][N:31]4[CH2:32][CH2:33][CH2:30][CH2:29]4)=[N:12][C:11]=3[S:10][CH:9]=2)=[CH:4][CH:3]=1. (5) Given the reactants [OH:1][CH2:2][C:3]1[N:4]=[C:5]([C:8]2[N:9]([CH2:17][C:18]3[CH:23]=[CH:22][C:21]([O:24][CH3:25])=[CH:20][CH:19]=3)[C:10]([C:13]([OH:16])([CH3:15])[CH3:14])=[N:11][N:12]=2)[S:6][CH:7]=1.Br[C:27]1[CH:32]=[CH:31][C:30]([C:33]([OH:42])([C:38]([F:41])([F:40])[F:39])[C:34]([F:37])([F:36])[F:35])=[C:29]([Cl:43])[C:28]=1[Cl:44].P(C1CCCCC1)(C1CCCCC1)C1CCCCC1.[H+].[B-](F)(F)(F)F.C(O)(=O)C(C)(C)C.C([O-])([O-])=O.[Na+].[Na+], predict the reaction product. The product is: [Cl:43][C:29]1[C:28]([Cl:44])=[C:27]([C:7]2[S:6][C:5]([C:8]3[N:9]([CH2:17][C:18]4[CH:19]=[CH:20][C:21]([O:24][CH3:25])=[CH:22][CH:23]=4)[C:10]([C:13]([OH:16])([CH3:14])[CH3:15])=[N:11][N:12]=3)=[N:4][C:3]=2[CH2:2][OH:1])[CH:32]=[CH:31][C:30]=1[C:33]([OH:42])([C:34]([F:35])([F:36])[F:37])[C:38]([F:39])([F:40])[F:41]. (6) Given the reactants [NH2:1][C:2]1[S:3][C:4]([C:8](=[O:10])[CH3:9])=[C:5]([CH3:7])[N:6]=1.[H-].[Na+].[Cl:13][C:14]1[CH:15]=[C:16]([CH:33]=[CH:34][CH:35]=1)[CH2:17][NH:18][C:19]([C:21]1[CH:29]=[CH:28][C:24]([C:25]([O-])=[O:26])=[C:23]([N:30]=[C:31]=[S:32])[CH:22]=1)=[O:20], predict the reaction product. The product is: [C:8]([C:4]1[S:3][C:2]([N:1]2[C:25](=[O:26])[C:24]3[C:23](=[CH:22][C:21]([C:19]([NH:18][CH2:17][C:16]4[CH:33]=[CH:34][CH:35]=[C:14]([Cl:13])[CH:15]=4)=[O:20])=[CH:29][CH:28]=3)[NH:30][C:31]2=[S:32])=[N:6][C:5]=1[CH3:7])(=[O:10])[CH3:9]. (7) Given the reactants [C:1]1([S:7]([N:10]2[C:14]3=[N:15][CH:16]=[C:17]([CH:19]=[C:20]([CH3:22])[CH3:21])[CH:18]=[C:13]3[C:12]([C:23]3[CH:24]=[N:25][N:26]([CH2:28][CH2:29][N:30]4[CH2:35][CH2:34][O:33][CH2:32][CH2:31]4)[CH:27]=3)=[CH:11]2)(=[O:9])=[O:8])[CH:6]=[CH:5][CH:4]=[CH:3][CH:2]=1, predict the reaction product. The product is: [C:1]1([S:7]([N:10]2[C:14]3=[N:15][CH:16]=[C:17]([CH2:19][CH:20]([CH3:21])[CH3:22])[CH:18]=[C:13]3[C:12]([C:23]3[CH:24]=[N:25][N:26]([CH2:28][CH2:29][N:30]4[CH2:31][CH2:32][O:33][CH2:34][CH2:35]4)[CH:27]=3)=[CH:11]2)(=[O:9])=[O:8])[CH:2]=[CH:3][CH:4]=[CH:5][CH:6]=1.